From a dataset of Forward reaction prediction with 1.9M reactions from USPTO patents (1976-2016). Predict the product of the given reaction. (1) Given the reactants [CH3:1][C:2]1[CH:3]=[CH:4][N:5]2[C:10]=1[C:9](=[O:11])[N:8]([C:12]1[CH:17]=[CH:16][CH:15]=[CH:14][CH:13]=1)[C:7]([C@@H:18]([NH:20][C:21]1[C:22]3[C:29]([C:30]4[CH:31]=[C:32]([NH:36][S:37]([CH3:40])(=[O:39])=[O:38])[CH:33]=[N:34][CH:35]=4)=[CH:28][N:27](COCC[Si](C)(C)C)[C:23]=3[N:24]=[CH:25][N:26]=1)[CH3:19])=[N:6]2.FC(F)(F)C(O)=O.N, predict the reaction product. The product is: [CH3:1][C:2]1[CH:3]=[CH:4][N:5]2[C:10]=1[C:9](=[O:11])[N:8]([C:12]1[CH:13]=[CH:14][CH:15]=[CH:16][CH:17]=1)[C:7]([C@@H:18]([NH:20][C:21]1[C:22]3[C:29]([C:30]4[CH:31]=[C:32]([NH:36][S:37]([CH3:40])(=[O:39])=[O:38])[CH:33]=[N:34][CH:35]=4)=[CH:28][NH:27][C:23]=3[N:24]=[CH:25][N:26]=1)[CH3:19])=[N:6]2. (2) Given the reactants [C:1]([C:4]1[C:12]2[C:7](=[CH:8][CH:9]=[C:10]([NH:13][C:14]3[CH:15]=[N:16][CH:17]=[N:18][CH:19]=3)[CH:11]=2)[N:6]([CH2:20][C:21]([OH:23])=O)[CH:5]=1)(=[O:3])[CH3:2].CCN(C(C)C)C(C)C.Cl.[Cl:34][C:35]1[CH:40]=[CH:39][CH:38]=[CH:37][C:36]=1[C:41]1[CH:46]=[CH:45][CH:44]=[C:43]([NH:47][C:48]([C@@H:50]2[CH2:54][C@@H:53]([F:55])[CH2:52][NH:51]2)=[O:49])[C:42]=1[F:56].CN(C(ON1N=NC2C=CC=NC1=2)=[N+](C)C)C.F[P-](F)(F)(F)(F)F, predict the reaction product. The product is: [C:1]([C:4]1[C:12]2[C:7](=[CH:8][CH:9]=[C:10]([NH:13][C:14]3[CH:19]=[N:18][CH:17]=[N:16][CH:15]=3)[CH:11]=2)[N:6]([CH2:20][C:21]([N:51]2[CH2:52][C@H:53]([F:55])[CH2:54][C@H:50]2[C:48]([NH:47][C:43]2[C:42]([F:56])=[C:41]([C:36]3[CH:37]=[CH:38][CH:39]=[CH:40][C:35]=3[Cl:34])[CH:46]=[CH:45][CH:44]=2)=[O:49])=[O:23])[CH:5]=1)(=[O:3])[CH3:2]. (3) Given the reactants C[O:2][C:3](=[O:28])[C:4]1[CH:9]=[CH:8][C:7]([C:10]2[C:15]([C:16]#[C:17][C:18]3[CH:19]=[N:20][C:21]([NH2:24])=[CH:22][CH:23]=3)=[C:14]([CH2:25][CH3:26])[N:13]=[CH:12][N:11]=2)=[CH:6][C:5]=1[Cl:27].[Li+].[OH-], predict the reaction product. The product is: [NH2:24][C:21]1[N:20]=[CH:19][C:18]([C:17]#[C:16][C:15]2[C:10]([C:7]3[CH:8]=[CH:9][C:4]([C:3]([OH:28])=[O:2])=[C:5]([Cl:27])[CH:6]=3)=[N:11][CH:12]=[N:13][C:14]=2[CH2:25][CH3:26])=[CH:23][CH:22]=1.